Dataset: Forward reaction prediction with 1.9M reactions from USPTO patents (1976-2016). Task: Predict the product of the given reaction. (1) Given the reactants [F:1][C:2]1[CH:26]=[CH:25][C:5]([O:6][C:7]2[CH:12]=[CH:11][C:10]([C:13]3[C:18]4=[N:19][S:20](=[O:24])(=[O:23])[CH2:21][CH2:22][N:17]4[CH:16]=[CH:15][CH:14]=3)=[CH:9][CH:8]=2)=[CH:4][C:3]=1[CH3:27], predict the reaction product. The product is: [F:1][C:2]1[CH:26]=[CH:25][C:5]([O:6][C:7]2[CH:8]=[CH:9][C:10]([CH:13]3[C:18]4=[N:19][S:20](=[O:24])(=[O:23])[CH2:21][CH2:22][N:17]4[CH2:16][CH2:15][CH2:14]3)=[CH:11][CH:12]=2)=[CH:4][C:3]=1[CH3:27]. (2) Given the reactants [Cl:1][C:2]1[CH:3]=[C:4]([CH2:12][N:13]2[CH2:18][CH2:17][N:16]([CH3:19])[CH2:15][CH2:14]2)[C:5]2[O:9][CH2:8][C:7](=[O:10])[C:6]=2[CH:11]=1.[NH:20]1[C:28]2[C:23](=[CH:24][CH:25]=[CH:26][CH:27]=2)[C:22]([CH:29]=O)=[N:21]1, predict the reaction product. The product is: [NH:20]1[C:28]2[C:23](=[CH:24][CH:25]=[CH:26][CH:27]=2)[C:22](/[CH:29]=[C:8]2\[O:9][C:5]3[C:4]([CH2:12][N:13]4[CH2:14][CH2:15][N:16]([CH3:19])[CH2:17][CH2:18]4)=[CH:3][C:2]([Cl:1])=[CH:11][C:6]=3[C:7]\2=[O:10])=[N:21]1. (3) Given the reactants [Cl:1][C:2]1[N:7]=[C:6]([Cl:8])[C:5]([OH:9])=[C:4]([Cl:10])[N:3]=1.[CH2:11]([O:13][C:14](=[O:18])[C@H:15](O)[CH3:16])[CH3:12].C1(P(C2C=CC=CC=2)C2C=CC=CC=2)C=CC=CC=1.CC(OC(/N=N/C(OC(C)C)=O)=O)C, predict the reaction product. The product is: [CH2:11]([O:13][C:14](=[O:18])[C@H:15]([O:9][C:5]1[C:4]([Cl:10])=[N:3][C:2]([Cl:1])=[N:7][C:6]=1[Cl:8])[CH3:16])[CH3:12]. (4) Given the reactants [F:1][C:2]1[CH:10]=[CH:9][CH:8]=[C:7]2[C:3]=1[C:4]([C:11]1[CH2:16][CH2:15][CH:14]([C:17]([O:19][C:20]([CH3:23])([CH3:22])[CH3:21])=[O:18])[CH2:13][CH:12]=1)=[CH:5][NH:6]2.CN(C=O)C.[H-].[Na+].[Cl:31][C:32]1[CH:40]=[CH:39][CH:38]=[C:37]([C:41]([F:44])([F:43])[F:42])[C:33]=1[C:34](Cl)=[O:35], predict the reaction product. The product is: [Cl:31][C:32]1[CH:40]=[CH:39][CH:38]=[C:37]([C:41]([F:42])([F:43])[F:44])[C:33]=1[C:34]([N:6]1[C:7]2[C:3](=[C:2]([F:1])[CH:10]=[CH:9][CH:8]=2)[C:4]([C:11]2[CH2:16][CH2:15][CH:14]([C:17]([O:19][C:20]([CH3:23])([CH3:22])[CH3:21])=[O:18])[CH2:13][CH:12]=2)=[CH:5]1)=[O:35]. (5) Given the reactants [Cl:1][C:2]1[CH:7]=[CH:6][N:5]=[C:4]2[CH:8]=[C:9]([C:11]([O-:13])=O)[S:10][C:3]=12.[Li+].[CH:15]([N:18]([CH:21]([CH3:23])[CH3:22])CC)([CH3:17])C.F[P-](F)(F)(F)(F)F.N1(O[P+](N2CCCC2)(N2CCCC2)N2CCCC2)C2C=CC=CC=2N=N1.O.CN([CH:61]=[O:62])C, predict the reaction product. The product is: [Cl:1][C:2]1[CH:7]=[CH:6][N:5]=[C:4]2[CH:8]=[C:9]([C:11]([N:18]3[CH2:15][CH2:17][CH2:23][C@H:21]3[CH2:22][O:62][CH3:61])=[O:13])[S:10][C:3]=12. (6) The product is: [F:1][C:2]1[N:7]=[CH:6][C:5]([CH:8]([OH:12])[CH:9]([NH:10][C:14](=[O:15])[O:16][C:17]([CH3:18])([CH3:20])[CH3:19])[CH2:21][C:22]2[CH:27]=[CH:26][CH:25]=[C:24]([O:28][C:29]([F:33])([F:34])[CH:30]([F:31])[F:32])[CH:23]=2)=[CH:4][CH:3]=1. Given the reactants [F:1][C:2]1[N:7]=[CH:6][C:5]([CH:8]2[O:12]C(=O)[N:10]([C:14]([O:16][C:17]([CH3:20])([CH3:19])[CH3:18])=[O:15])[CH:9]2[CH2:21][C:22]2[CH:27]=[CH:26][CH:25]=[C:24]([O:28][C:29]([F:34])([F:33])[CH:30]([F:32])[F:31])[CH:23]=2)=[CH:4][CH:3]=1.[OH-].[Na+].O, predict the reaction product. (7) Given the reactants [CH2:1]([N:3]([CH2:6][CH3:7])[CH2:4][CH3:5])[CH3:2].CSC(SC)=C[C:12]([C:14]1[CH:19]=[CH:18][CH:17]=[C:16]([C:20]([F:23])([F:22])[F:21])[CH:15]=1)=O.[OH2:26].[NH2:27][NH2:28].[CH2:29]([OH:31])[CH3:30], predict the reaction product. The product is: [O:31]=[C:29]1[C:30]2[C:16](=[CH:15][CH:14]=[CH:19][CH:18]=2)[C:17]2([CH2:5][CH2:4][N:3]([C:6]3[CH:7]=[C:12]([C:14]4[CH:19]=[CH:18][CH:17]=[C:16]([C:20]([F:21])([F:22])[F:23])[CH:15]=4)[NH:28][N:27]=3)[CH2:1][CH2:2]2)[O:26]1. (8) Given the reactants Cl[C:2]1[C:3]([C:19]#[N:20])=[N:4][N:5]([C:9]2[CH:14]=[CH:13][C:12]([O:15][CH3:16])=[C:11]([O:17][CH3:18])[CH:10]=2)[C:6](=O)[CH:7]=1.[OH2:21].[NH2:22][NH2:23], predict the reaction product. The product is: [NH2:20][C:19]1[C:3]2=[N:4][N:5]([C:9]3[CH:14]=[CH:13][C:12]([O:15][CH3:16])=[C:11]([O:17][CH3:18])[CH:10]=3)[C:6](=[O:21])[CH:7]=[C:2]2[NH:23][N:22]=1. (9) Given the reactants [CH2:1]1[C@@H:10]2[C@H:4]([CH2:5][CH2:6][NH:7][C:8]3[CH:14]=[CH:13][CH:12]=[CH:11][C:9]=32)[CH2:3][N:2]1[C:15]([O:17][C:18]([CH3:21])([CH3:20])[CH3:19])=[O:16].[Cl:22]N1C(=O)CCC1=O, predict the reaction product. The product is: [Cl:22][C:14]1[C:8]2[NH:7][CH2:6][CH2:5][C@@H:4]3[CH2:3][N:2]([C:15]([O:17][C:18]([CH3:21])([CH3:20])[CH3:19])=[O:16])[CH2:1][C@H:10]3[C:9]=2[CH:11]=[CH:12][CH:13]=1.